From a dataset of Full USPTO retrosynthesis dataset with 1.9M reactions from patents (1976-2016). Predict the reactants needed to synthesize the given product. (1) Given the product [CH3:19][O:18][C:15]1[CH:16]=[CH:17][C:12]([C:3]2[C:2]([CH3:20])=[C:6]([C:7]([O:9][CH3:10])=[O:8])[N:5]([CH3:11])[N:4]=2)=[CH:13][CH:14]=1, predict the reactants needed to synthesize it. The reactants are: I[C:2]1[C:3]([C:12]2[CH:17]=[CH:16][C:15]([O:18][CH3:19])=[CH:14][CH:13]=2)=[N:4][N:5]([CH3:11])[C:6]=1[C:7]([O:9][CH3:10])=[O:8].[CH3:20]B1OB(C)OB(C)O1. (2) Given the product [C:5]1([C@H:8]2[CH2:9][CH2:10][C@H:11]([C:14]([O:16][CH3:17])=[O:15])[CH2:12][CH2:13]2)[CH:6]=[CH:7][CH:2]=[CH:3][CH:4]=1, predict the reactants needed to synthesize it. The reactants are: Cl[C:2]1[CH:7]=[CH:6][C:5]([C@H:8]2[CH2:13][CH2:12][C@H:11]([C:14]([O:16][CH3:17])=[O:15])[CH2:10][CH2:9]2)=[CH:4][CH:3]=1. (3) Given the product [CH3:22][NH:23][CH:2]1[CH2:7][CH2:6][N:5]([C:8]([O:10][C:11]([CH3:14])([CH3:13])[CH3:12])=[O:9])[C@@H:4]([C:15]([O:17][C:18]([CH3:21])([CH3:20])[CH3:19])=[O:16])[CH2:3]1, predict the reactants needed to synthesize it. The reactants are: O=[C:2]1[CH2:7][CH2:6][N:5]([C:8]([O:10][C:11]([CH3:14])([CH3:13])[CH3:12])=[O:9])[C@@H:4]([C:15]([O:17][C:18]([CH3:21])([CH3:20])[CH3:19])=[O:16])[CH2:3]1.[CH3:22][NH:23]CC1C=CC=CC=1. (4) Given the product [CH3:1][O:2][C:3]1[CH:8]=[CH:7][CH:6]=[CH:5][C:4]=1[N:9]([CH3:22])[S:10]([C:13]1[CH:14]=[CH:15][C:16]([C:17]([NH:34][C:31]2[S:32][CH:33]=[C:29]([C:24]3[CH:25]=[CH:26][CH:27]=[CH:28][N:23]=3)[N:30]=2)=[O:18])=[CH:20][CH:21]=1)(=[O:11])=[O:12], predict the reactants needed to synthesize it. The reactants are: [CH3:1][O:2][C:3]1[CH:8]=[CH:7][CH:6]=[CH:5][C:4]=1[N:9]([CH3:22])[S:10]([C:13]1[CH:21]=[CH:20][C:16]([C:17](O)=[O:18])=[CH:15][CH:14]=1)(=[O:12])=[O:11].[N:23]1[CH:28]=[CH:27][CH:26]=[CH:25][C:24]=1[C:29]1[N:30]=[C:31]([NH2:34])[S:32][CH:33]=1. (5) Given the product [Cl:66][CH2:67][CH2:68][CH2:69][CH2:70][O:1][C:2]1[CH:7]=[CH:6][C:5]([C:8]2[CH:9]=[CH:10][C:11]([C:14]([O:16][CH2:17][CH3:18])=[O:15])=[CH:12][CH:13]=2)=[CH:4][C:3]=1[C:19]1[CH:28]=[CH:27][C:26]2[C:25]([CH3:30])([CH3:29])[CH2:24][CH2:23][C:22]([CH3:31])([CH3:32])[C:21]=2[CH:20]=1, predict the reactants needed to synthesize it. The reactants are: [OH:1][C:2]1[CH:7]=[CH:6][C:5]([C:8]2[CH:13]=[CH:12][C:11]([C:14]([O:16][CH2:17][CH3:18])=[O:15])=[CH:10][CH:9]=2)=[CH:4][C:3]=1[C:19]1[CH:28]=[CH:27][C:26]2[C:25]([CH3:30])([CH3:29])[CH2:24][CH2:23][C:22]([CH3:32])([CH3:31])[C:21]=2[CH:20]=1.C1(P(C2C=CC=CC=2)C2C=CC=CC=2)C=CC=CC=1.N(C(OC(C)C)=O)=NC(OC(C)C)=O.[Cl:66][CH2:67][CH2:68][CH2:69][CH2:70]O. (6) Given the product [C:1]1([S:7]([CH:10]2[CH:11]([S:12]([C:15]3[CH:16]=[CH:17][CH:18]=[CH:19][CH:20]=3)(=[O:14])=[O:13])[CH:30]3[CH:29]=[CH:28][CH:27]2[CH:25]2[CH:24]3[O:23][C:22]([CH3:31])([CH3:21])[O:26]2)(=[O:8])=[O:9])[CH:2]=[CH:3][CH:4]=[CH:5][CH:6]=1, predict the reactants needed to synthesize it. The reactants are: [C:1]1([S:7](/[CH:10]=[CH:11]/[S:12]([C:15]2[CH:20]=[CH:19][CH:18]=[CH:17][CH:16]=2)(=[O:14])=[O:13])(=[O:9])=[O:8])[CH:6]=[CH:5][CH:4]=[CH:3][CH:2]=1.[CH3:21][C:22]1([CH3:31])[O:26][CH:25]2[CH:27]=[CH:28][CH:29]=[CH:30][CH:24]2[O:23]1. (7) Given the product [CH3:1][O:2][C:3](=[O:11])[C:4]1[CH:9]=[CH:8][CH:7]=[CH:6][C:5]=1[CH2:10][Br:12], predict the reactants needed to synthesize it. The reactants are: [CH3:1][O:2][C:3](=[O:11])[C:4]1[CH:9]=[CH:8][CH:7]=[CH:6][C:5]=1[CH3:10].[Br:12]N1C(=O)CCC1=O.N(C1(C#N)CCCCC1)=NC1(C#N)CCCCC1. (8) Given the product [F:1][CH:2]([F:37])[C:3]1[N:7]([C:8]2[N:13]=[C:12]([N:38]3[CH2:43][CH2:42][O:41][CH2:40][CH2:39]3)[N:11]=[C:10]([O:17][CH2:18][CH:19]3[CH2:24][CH2:23][N:22]([NH:25][C:26]([O:28][C:29]([CH3:32])([CH3:31])[CH3:30])=[O:27])[CH2:21][CH2:20]3)[CH:9]=2)[C:6]2[CH:33]=[CH:34][CH:35]=[CH:36][C:5]=2[N:4]=1, predict the reactants needed to synthesize it. The reactants are: [F:1][CH:2]([F:37])[C:3]1[N:7]([C:8]2[N:13]=[C:12](S(C)=O)[N:11]=[C:10]([O:17][CH2:18][CH:19]3[CH2:24][CH2:23][N:22]([NH:25][C:26]([O:28][C:29]([CH3:32])([CH3:31])[CH3:30])=[O:27])[CH2:21][CH2:20]3)[CH:9]=2)[C:6]2[CH:33]=[CH:34][CH:35]=[CH:36][C:5]=2[N:4]=1.[NH:38]1[CH2:43][CH2:42][O:41][CH2:40][CH2:39]1.CN(C)C(=O)C. (9) Given the product [C:15]([O:14][C:13](=[O:19])[NH:12][CH2:11][CH2:10][N:9]([CH2:20][CH2:21][CH2:22][CH2:23][CH2:24][CH2:25][N:26]1[CH2:27][CH2:28][CH:29]([CH2:60][C:61]2[CH:66]=[CH:65][CH:64]=[CH:63][CH:62]=2)[CH2:30][CH2:31]1)[CH2:8][C:7]1[CH:38]=[CH:39][CH:40]=[CH:41][C:6]=1[O:5][C:1]([CH3:3])([CH3:2])[CH3:4])([CH3:17])([CH3:16])[CH3:18], predict the reactants needed to synthesize it. The reactants are: [C:1]([O:5][C:6]1[CH:41]=[CH:40][CH:39]=[CH:38][C:7]=1[CH2:8][N:9]([CH2:20][CH2:21][CH2:22][CH2:23][CH2:24][CH2:25][N:26]1[CH2:31][CH2:30][CH:29](C2C=CC=CC=2)[CH2:28][CH2:27]1)[CH2:10][CH2:11][NH:12][C:13](=[O:19])[O:14][C:15]([CH3:18])([CH3:17])[CH3:16])([CH3:4])([CH3:3])[CH3:2].BrCCCCCCN([CH2:60][C:61]1[CH:66]=[CH:65][CH:64]=[CH:63][C:62]=1OC(C)(C)C)CCNC(=O)OC(C)(C)C.C(C1CCNCC1)C1C=CC=CC=1.C([O-])([O-])=O.[K+].[K+]. (10) Given the product [N+:11]([C:5]1[CH:4]=[CH:3][C:2]([O:20][C:14]2[CH:19]=[CH:18][CH:17]=[CH:16][CH:15]=2)=[CH:10][C:6]=1[C:7]([OH:9])=[O:8])([O-:13])=[O:12], predict the reactants needed to synthesize it. The reactants are: F[C:2]1[CH:3]=[CH:4][C:5]([N+:11]([O-:13])=[O:12])=[C:6]([CH:10]=1)[C:7]([OH:9])=[O:8].[C:14]1([OH:20])[CH:19]=[CH:18][CH:17]=[CH:16][CH:15]=1.C([O-])([O-])=O.[K+].[K+].